From a dataset of Full USPTO retrosynthesis dataset with 1.9M reactions from patents (1976-2016). Predict the reactants needed to synthesize the given product. (1) Given the product [Cl:16][C:17]1[CH:18]=[C:19]([CH:36]=[CH:37][CH:38]=1)[CH2:20][N:21]1[C:26](=[O:27])[C:25]([C:28]2[CH:33]=[CH:32][C:31]([O:34][C:2]3[C:11]4[C:6](=[CH:7][C:8]([O:14][CH3:15])=[C:9]([O:12][CH3:13])[CH:10]=4)[N:5]=[CH:4][CH:3]=3)=[C:30]([F:35])[CH:29]=2)=[CH:24][N:23]=[CH:22]1, predict the reactants needed to synthesize it. The reactants are: Cl[C:2]1[C:11]2[C:6](=[CH:7][C:8]([O:14][CH3:15])=[C:9]([O:12][CH3:13])[CH:10]=2)[N:5]=[CH:4][CH:3]=1.[Cl:16][C:17]1[CH:18]=[C:19]([CH:36]=[CH:37][CH:38]=1)[CH2:20][N:21]1[C:26](=[O:27])[C:25]([C:28]2[CH:33]=[CH:32][C:31]([OH:34])=[C:30]([F:35])[CH:29]=2)=[CH:24][N:23]=[CH:22]1. (2) Given the product [OH:1][CH2:2][CH:3]([CH2:21][OH:22])[CH2:4][O:5][C:6]1[C:13]([C:14]2[S:15][CH:16]=[CH:17][CH:18]=2)=[CH:12][C:9](/[CH:10]=[CH:24]/[C:23]([C:26]2[CH:27]=[CH:28][C:29]([S:32]([NH2:35])(=[O:34])=[O:33])=[CH:30][CH:31]=2)=[O:25])=[C:8]([O:19][CH3:20])[CH:7]=1, predict the reactants needed to synthesize it. The reactants are: [OH:1][CH2:2][CH:3]([CH2:21][OH:22])[CH2:4][O:5][C:6]1[C:13]([C:14]2[S:15][CH:16]=[CH:17][CH:18]=2)=[CH:12][C:9]([CH:10]=O)=[C:8]([O:19][CH3:20])[CH:7]=1.[C:23]([C:26]1[CH:31]=[CH:30][C:29]([S:32]([NH2:35])(=[O:34])=[O:33])=[CH:28][CH:27]=1)(=[O:25])[CH3:24]. (3) Given the product [C:1]([OH:10])(=[O:9])/[CH:2]=[CH:3]/[CH:4]=[CH:5]/[C:6]([OH:8])=[O:7], predict the reactants needed to synthesize it. The reactants are: [C:1]([OH:10])(=[O:9])/[CH:2]=[CH:3]\[CH:4]=[CH:5]\[C:6]([OH:8])=[O:7].II. (4) Given the product [F:77][C:41]1([C:45]([OH:47])=[O:46])[CH2:42][CH2:43][CH2:44][N:39]([CH2:36][CH:35]([OH:34])[C:50]2[CH:55]=[CH:54][C:53]([C:56]3[N:58]=[C:16]([C:10]4[O:9][N:8]=[C:7]([C:1]5[CH:2]=[CH:3][CH:4]=[CH:5][CH:6]=5)[C:11]=4[C:12]([F:13])([F:14])[F:15])[O:18][N:57]=3)=[CH:52][CH:51]=2)[CH2:40]1, predict the reactants needed to synthesize it. The reactants are: [C:1]1([C:7]2[C:11]([C:12]([F:15])([F:14])[F:13])=[C:10]([C:16]([OH:18])=O)[O:9][N:8]=2)[CH:6]=[CH:5][CH:4]=[CH:3][CH:2]=1.C(Cl)(=O)C(Cl)=O.CCN(C(C)C)C(C)C.[OH:34][CH:35]([C:50]1[CH:55]=[CH:54][C:53](/[C:56](=[N:58]/O)/[NH2:57])=[CH:52][CH:51]=1)[C:36]([N:39]1[CH2:44][CH2:43][CH2:42][C@H:41]([C:45]([O:47]CC)=[O:46])[CH2:40]1)(C)C.CCCC[N+](CCCC)(CCCC)CCCC.[F-:77].C1COCC1. (5) Given the product [C:12]([O:11][CH2:10][CH2:9][C:6]([CH2:8][Cl:16])=[CH2:7])(=[O:15])[CH2:13][CH3:14], predict the reactants needed to synthesize it. The reactants are: CS(O[C:6]1([CH2:9][CH2:10][O:11][C:12](=[O:15])[CH2:13][CH3:14])[CH2:8][CH2:7]1)(=O)=O.[Cl:16]CCl. (6) Given the product [NH2:1][C:2]1[C:11]2[C:6](=[C:7]([C:18]3[CH:19]=[CH:20][C:15]([O:14][CH3:13])=[N:16][CH:17]=3)[CH:8]=[CH:9][CH:10]=2)[CH:5]=[CH:4][N:3]=1, predict the reactants needed to synthesize it. The reactants are: [NH2:1][C:2]1[C:11]2[C:6](=[C:7](Br)[CH:8]=[CH:9][CH:10]=2)[CH:5]=[CH:4][N:3]=1.[CH3:13][O:14][C:15]1[CH:20]=[CH:19][C:18](B(O)O)=[CH:17][N:16]=1. (7) Given the product [Cl:13][C:14]1[CH:21]=[CH:20][C:11]([CH2:12][NH:8][C:1]([N:3]2[CH2:4][CH2:46][CH:41]([O:40][C:39]3[CH:47]=[CH:48][C:49]([Cl:50])=[C:37]([Cl:36])[CH:38]=3)[CH2:6][CH2:7]2)=[O:2])=[C:16]([S:22]([CH3:25])(=[O:24])=[O:23])[CH:15]=1, predict the reactants needed to synthesize it. The reactants are: [C:1]([N:8]1[CH:12]=[CH:11]N=C1)([N:3]1[CH:7]=[CH:6]N=[CH:4]1)=[O:2].[Cl:13][C:14]1[CH:21]=[CH:20]C(CN)=[C:16]([S:22]([CH3:25])(=[O:24])=[O:23])[CH:15]=1.C(N(C(C)C)CC)(C)C.Cl.[Cl:36][C:37]1[CH:38]=[C:39]([CH:47]=[CH:48][C:49]=1[Cl:50])[O:40][CH:41]1[CH2:46]CNCC1. (8) Given the product [CH2:1]([O:8][C:9]1[C:14]([N+:15]([O-:17])=[O:16])=[C:13]([C:21]2[CH:22]=[C:23]([CH3:28])[C:24]([O:26][CH3:27])=[CH:25][C:20]=2[Cl:19])[CH:12]=[CH:11][N:10]=1)[C:2]1[CH:7]=[CH:6][CH:5]=[CH:4][CH:3]=1, predict the reactants needed to synthesize it. The reactants are: [CH2:1]([O:8][C:9]1[C:14]([N+:15]([O-:17])=[O:16])=[C:13](Cl)[CH:12]=[CH:11][N:10]=1)[C:2]1[CH:7]=[CH:6][CH:5]=[CH:4][CH:3]=1.[Cl:19][C:20]1[CH:25]=[C:24]([O:26][CH3:27])[C:23]([CH3:28])=[CH:22][C:21]=1B(O)O. (9) Given the product [ClH:35].[CH3:1][C:2]1[CH:7]=[CH:6][CH:5]=[CH:4][C:3]=1[C:8]1[C:9]2[C:13]([CH:14]=[CH:15][CH:16]=1)=[N:12][N:11]1[C:17]([CH:22]3[CH2:27][CH2:26][NH:25][CH2:24][CH2:23]3)=[CH:18][C:19](=[O:21])[NH:20][C:10]=21, predict the reactants needed to synthesize it. The reactants are: [CH3:1][C:2]1[CH:7]=[CH:6][CH:5]=[CH:4][C:3]=1[C:8]1[C:9]2[C:13]([CH:14]=[CH:15][CH:16]=1)=[N:12][N:11]1[C:17]([CH:22]3[CH2:27][CH2:26][N:25](C(OC(C)(C)C)=O)[CH2:24][CH2:23]3)=[CH:18][C:19](=[O:21])[NH:20][C:10]=21.[ClH:35]. (10) The reactants are: [CH:1]1([CH2:4][N:5]2[CH2:10][CH2:9][N:8]([C:11](OC(C)(C)C)=O)[CH2:7][CH2:6]2)[CH2:3][CH2:2]1.Cl.ClC[C@H:21]1[CH2:23][O:22]1.[OH-].[Na+]. Given the product [CH:1]1([CH2:4][N:5]2[CH2:6][CH2:7][N:8]([CH2:11][C@@H:21]3[CH2:23][O:22]3)[CH2:9][CH2:10]2)[CH2:2][CH2:3]1, predict the reactants needed to synthesize it.